This data is from Reaction yield outcomes from USPTO patents with 853,638 reactions. The task is: Predict the reaction yield, written as a fraction of the theoretical maximum amount of product (1.0 means a 100% yield; for example, 0.34 means a 34% yield). The product is [C:11]([Si:15]([CH3:26])([CH3:25])[O:16][CH2:17][CH2:18][C:19]([CH3:24])([CH3:23])[CH2:20][CH:21]=[O:22])([CH3:14])([CH3:13])[CH3:12]. The catalyst is ClCCl.O. The reactants are C(Cl)(=O)C(Cl)=O.CS(C)=O.[C:11]([Si:15]([CH3:26])([CH3:25])[O:16][CH2:17][CH2:18][C:19]([CH3:24])([CH3:23])[CH2:20][CH2:21][OH:22])([CH3:14])([CH3:13])[CH3:12].C(N(CC)CC)C. The yield is 0.710.